This data is from Reaction yield outcomes from USPTO patents with 853,638 reactions. The task is: Predict the reaction yield, written as a fraction of the theoretical maximum amount of product (1.0 means a 100% yield; for example, 0.34 means a 34% yield). (1) The reactants are [CH:1]([C:4]1[CH:5]=[CH:6][C:7]([O:22][CH3:23])=[C:8]([C:10]2[C:11]([CH:20]=O)=[CH:12][C:13]([C:16]([F:19])([F:18])[F:17])=[CH:14][CH:15]=2)[CH:9]=1)([CH3:3])[CH3:2].[F:24][C:25]([F:39])([F:38])[C:26]1[CH:27]=[C:28]([CH:31]=[C:32]([C:34]([F:37])([F:36])[F:35])[CH:33]=1)[CH2:29][NH2:30].[BH4-].[Na+]. The catalyst is C(O)C. The product is [F:24][C:25]([F:38])([F:39])[C:26]1[CH:27]=[C:28]([CH:31]=[C:32]([C:34]([F:37])([F:35])[F:36])[CH:33]=1)[CH2:29][NH:30][CH2:20][C:11]1[CH:12]=[C:13]([C:16]([F:17])([F:18])[F:19])[CH:14]=[CH:15][C:10]=1[C:8]1[CH:9]=[C:4]([CH:1]([CH3:3])[CH3:2])[CH:5]=[CH:6][C:7]=1[O:22][CH3:23]. The yield is 0.950. (2) The reactants are COC1C=CC(C)=CC=1O.ClC1C=C(C=CC=1F)C=O.[Cl:21][C:22]1[CH:23]=[C:24]([CH:28]=[CH:29][C:30]=1[O:31][C:32]1[CH:37]=[C:36]([CH3:38])[CH:35]=[CH:34][C:33]=1[O:39]C)[C:25]([OH:27])=[O:26].B(Br)(Br)Br. No catalyst specified. The product is [Cl:21][C:22]1[CH:23]=[C:24]([CH:28]=[CH:29][C:30]=1[O:31][C:32]1[CH:37]=[C:36]([CH3:38])[CH:35]=[CH:34][C:33]=1[OH:39])[C:25]([OH:27])=[O:26]. The yield is 0.580. (3) The reactants are [F:1][C:2]1[CH:7]=[CH:6][C:5]([CH:8]2[C:16]3[C:11](=[CH:12][C:13]([CH2:17][OH:18])=[CH:14][CH:15]=3)[CH2:10][O:9]2)=[CH:4][CH:3]=1. The catalyst is C1(C)C=CC=CC=1.[O-2].[O-2].[Mn+4]. The product is [F:1][C:2]1[CH:7]=[CH:6][C:5]([CH:8]2[C:16]3[C:11](=[CH:12][C:13]([CH:17]=[O:18])=[CH:14][CH:15]=3)[CH2:10][O:9]2)=[CH:4][CH:3]=1. The yield is 0.880. (4) The product is [CH3:1][C:2]1[N:3]([CH2:12][CH2:13][OH:14])[C:4]2[C:9]([C:10]=1[CH3:11])=[CH:8][CH:7]=[CH:6][CH:5]=2. The catalyst is C(O)C.[Pd]. The reactants are [CH3:1][C:2]1[N:3]([CH2:12][CH2:13][O:14]CC2C=CC=CC=2)[C:4]2[C:9]([C:10]=1[CH3:11])=[CH:8][CH:7]=[CH:6][CH:5]=2.OCC1(OC[C@@H](O)[C@@H](O)[C@H]1O)O. The yield is 0.440. (5) The reactants are [C:1]([C:3](=[C:9](SC)[S:10][CH3:11])[C:4](OCC)=[O:5])#[N:2].[CH3:14][NH:15][NH2:16]. The catalyst is CC#N. The product is [CH3:14][N:15]1[C:9]([S:10][CH3:11])=[C:3]([C:1]#[N:2])[C:4](=[O:5])[NH:16]1. The yield is 0.790. (6) The reactants are [NH2:1][CH2:2][CH2:3][OH:4].C(O)(=O)C.[F:9][C:10]1[CH:11]=[C:12]2[C:16](=[C:17]([CH:19]=O)[CH:18]=1)[NH:15][CH:14]=[CH:13]2.C(O[BH-](OC(=O)C)OC(=O)C)(=O)C.[Na+].C(=O)(O)[O-].[Na+].[OH-].[Na+]. The catalyst is ClCCCl. The product is [F:9][C:10]1[CH:11]=[C:12]2[C:16](=[C:17]([CH2:19][NH:1][CH2:2][CH2:3][OH:4])[CH:18]=1)[NH:15][CH:14]=[CH:13]2. The yield is 0.960.